This data is from Retrosynthesis with 50K atom-mapped reactions and 10 reaction types from USPTO. The task is: Predict the reactants needed to synthesize the given product. (1) Given the product COc1ccc(C(CN2CCN(c3cc4c(cc3F)c(=O)c(C(=O)O)cn4-c3ccc([N+](=O)[O-])cc3F)CC2)=NO)cc1, predict the reactants needed to synthesize it. The reactants are: COc1ccc(C(=O)CN2CCN(c3cc4c(cc3F)c(=O)c(C(=O)O)cn4-c3ccc([N+](=O)[O-])cc3F)CC2)cc1.NO. (2) Given the product CC(=O)SCCC(=O)OC(=O)CO, predict the reactants needed to synthesize it. The reactants are: CC(=O)SCCC(=O)O.O=C(O)CO. (3) Given the product CN(CC1CCOCC1)C(C)(C)C(=O)Nc1nnc(C(C)(C)C#N)s1, predict the reactants needed to synthesize it. The reactants are: CC(C)(C#N)c1nnc(N)s1.CN(CC1CCOCC1)C(C)(C)C(=O)O. (4) The reactants are: CCN.Clc1nc(NCC2(c3ccccc3)CCCCC2)c2ccccc2n1. Given the product CCNc1nc(NCC2(c3ccccc3)CCCCC2)c2ccccc2n1, predict the reactants needed to synthesize it. (5) Given the product O=Cc1cncnc1-c1ccc(F)cc1, predict the reactants needed to synthesize it. The reactants are: OCc1cncnc1-c1ccc(F)cc1. (6) Given the product Cc1cc2c(=O)[nH]c(Cn3cc(C=O)c(C(F)(F)F)n3)nc2s1, predict the reactants needed to synthesize it. The reactants are: Cc1cc2c(=O)[nH]c(CCl)nc2s1.O=Cc1c[nH]nc1C(F)(F)F. (7) Given the product O=C(c1ccccc1)c1ccccc1NS(=O)(=O)c1ccc(C(=O)N2CCN(CCCN3CCCCC3)CC2)cc1, predict the reactants needed to synthesize it. The reactants are: C1CCN(CCCN2CCNCC2)CC1.O=C(O)c1ccc(S(=O)(=O)Nc2ccccc2C(=O)c2ccccc2)cc1. (8) The reactants are: CCC(CC)C(Nc1ccc(C(=O)OC)cc1)c1sc2ccccc2c1C. Given the product CCC(CC)C(Nc1ccc(C(=O)O)cc1)c1sc2ccccc2c1C, predict the reactants needed to synthesize it. (9) The reactants are: Nc1ccc(N2C(=O)CC(=O)Nc3c2ccc2ccccc32)cc1.S=C=Nc1ccccc1Cl. Given the product O=C1CC(=O)N(c2ccc(NC(=S)Nc3ccccc3Cl)cc2)c2ccc3ccccc3c2N1, predict the reactants needed to synthesize it.